Dataset: Reaction yield outcomes from USPTO patents with 853,638 reactions. Task: Predict the reaction yield, written as a fraction of the theoretical maximum amount of product (1.0 means a 100% yield; for example, 0.34 means a 34% yield). (1) The reactants are [S:1]1[CH:5]=[CH:4][CH:3]=[C:2]1[C:6](=[NH:32])[NH:7][C:8]1[CH:9]=[CH:10][C:11]2[N:16]([CH2:17][CH2:18][N:19]3[CH2:23][CH2:22][CH2:21][C@H:20]3[C:24]([O:26]C(C)(C)C)=[O:25])[CH2:15][CH2:14][S:13][C:12]=2[CH:31]=1.C1(OC)C=CC=CC=1.FC(F)(F)C(O)=O.[ClH:48].O1CCOCC1. The catalyst is C(Cl)Cl.CCOCC. The product is [ClH:48].[ClH:48].[S:1]1[CH:5]=[CH:4][CH:3]=[C:2]1[C:6](=[NH:32])[NH:7][C:8]1[CH:9]=[CH:10][C:11]2[N:16]([CH2:17][CH2:18][N:19]3[CH2:23][CH2:22][CH2:21][C@H:20]3[C:24]([OH:26])=[O:25])[CH2:15][CH2:14][S:13][C:12]=2[CH:31]=1. The yield is 0.970. (2) The reactants are [NH2:1][C:2]1[S:3][C:4]2[CH2:15][CH2:14][CH2:13][CH2:12][C:5]=2[C:6]=1[C:7]([O:9]CC)=O.Cl.[CH3:17][C:18]#[N:19]. No catalyst specified. The product is [CH3:17][C:18]1[NH:19][C:7](=[O:9])[C:6]2[C:5]3[CH2:12][CH2:13][CH2:14][CH2:15][C:4]=3[S:3][C:2]=2[N:1]=1. The yield is 0.620.